This data is from Peptide-MHC class II binding affinity with 134,281 pairs from IEDB. The task is: Regression. Given a peptide amino acid sequence and an MHC pseudo amino acid sequence, predict their binding affinity value. This is MHC class II binding data. (1) The peptide sequence is AAGTYVAADAAAASS. The MHC is DRB1_1001 with pseudo-sequence DRB1_1001. The binding affinity (normalized) is 0.625. (2) The MHC is DRB1_0901 with pseudo-sequence DRB1_0901. The peptide sequence is RVNQLIRYSGYRETP. The binding affinity (normalized) is 0.580. (3) The peptide sequence is NIEFFTKNSAFPKTT. The MHC is DRB5_0101 with pseudo-sequence DRB5_0101. The binding affinity (normalized) is 0.814. (4) The binding affinity (normalized) is 0.423. The peptide sequence is ATILDGDNLFPKV. The MHC is DRB3_0101 with pseudo-sequence DRB3_0101. (5) The peptide sequence is KGFFKEGSSVELKHF. The MHC is DRB1_0101 with pseudo-sequence DRB1_0101. The binding affinity (normalized) is 0.860.